Dataset: Forward reaction prediction with 1.9M reactions from USPTO patents (1976-2016). Task: Predict the product of the given reaction. The product is: [Cl:1][C:2]1[CH:7]=[CH:6][C:5]([C:8]2[CH:9]=[C:10]([C:11]([F:14])([F:13])[F:12])[N:20]3[N:21]=[CH:22][C:23]([C:24]4[CH:29]=[CH:28][N:27]=[C:26]([CH3:30])[CH:25]=4)=[C:19]3[N:18]=2)=[CH:4][C:3]=1[CH3:17]. Given the reactants [Cl:1][C:2]1[CH:7]=[CH:6][C:5]([C:8](=O)[CH2:9][C:10](=O)[C:11]([F:14])([F:13])[F:12])=[CH:4][C:3]=1[CH3:17].[NH2:18][C:19]1[C:23]([C:24]2[CH:29]=[CH:28][N:27]=[C:26]([CH3:30])[CH:25]=2)=[CH:22][NH:21][N:20]=1, predict the reaction product.